Dataset: Reaction yield outcomes from USPTO patents with 853,638 reactions. Task: Predict the reaction yield, written as a fraction of the theoretical maximum amount of product (1.0 means a 100% yield; for example, 0.34 means a 34% yield). (1) The reactants are Cl[C:2]1[C:3]2[N:11]=[C:10]([NH:12]C(=O)OCC)[S:9][C:4]=2[N:5]=[C:6]([CH3:8])[N:7]=1.[CH3:18][O-:19].[Na+].CO. The catalyst is O. The product is [CH3:18][O:19][C:2]1[C:3]2[N:11]=[C:10]([NH2:12])[S:9][C:4]=2[N:5]=[C:6]([CH3:8])[N:7]=1. The yield is 0.556. (2) The reactants are [CH3:1][N:2]1[C:6]([C:7]([F:10])([F:9])[F:8])=[CH:5][C:4]([NH2:11])=[N:3]1.C(N(C(C)C)C(C)C)C.CN(C(ON1N=NC2C=CC=NC1=2)=[N+](C)C)C.F[P-](F)(F)(F)(F)F.CC1(C)C(C)(C)[O:49][B:48]([C:53]2[CH:61]=[CH:60][C:56]([C:57](O)=[O:58])=[CH:55][CH:54]=2)[O:47]1. The catalyst is CN(C=O)C. The product is [CH3:1][N:2]1[C:6]([C:7]([F:8])([F:9])[F:10])=[CH:5][C:4]([NH:11][C:57]([C:56]2[CH:55]=[CH:54][C:53]([B:48]([OH:49])[OH:47])=[CH:61][CH:60]=2)=[O:58])=[N:3]1. The yield is 0.890.